Dataset: Catalyst prediction with 721,799 reactions and 888 catalyst types from USPTO. Task: Predict which catalyst facilitates the given reaction. (1) Reactant: [Br:1][C:2]1[CH:3]=[N:4][CH:5]=[C:6]([CH2:8]O)[CH:7]=1.N1C=CC=CC=1.[Br:16]P(Br)(C1C=CC=CC=1)(C1C=CC=CC=1)C1C=CC=CC=1. Product: [Br:1][C:2]1[CH:3]=[N:4][CH:5]=[C:6]([CH2:8][Br:16])[CH:7]=1. The catalyst class is: 10. (2) Reactant: [ClH:1].Cl.CN[C@@H]1CCN(C2C=C(NC34CC5CC(CC(C5)C3)C4)N=NC=2)C1.C[N:28]([C@@H:36]1[CH2:40][CH2:39][N:38]([C:41]2[CH:46]=[C:45](NC34CC5CC(CC(C5)C3)C4)[N:44]=[N:43][CH:42]=2)[CH2:37]1)[C:29](=[O:35])[O:30][C:31]([CH3:34])([CH3:33])[CH3:32].Cl.CCOCC. Product: [Cl:1][C:45]1[N:44]=[N:43][CH:42]=[C:41]([N:38]2[CH2:39][CH2:40][C@@H:36]([NH:28][C:29](=[O:35])[O:30][C:31]([CH3:34])([CH3:33])[CH3:32])[CH2:37]2)[CH:46]=1. The catalyst class is: 5. (3) Reactant: [N:1]1([CH2:7][C:8]2[CH:9]=[C:10]3[C:15](=[CH:16][CH:17]=2)[C@H:14]([N:18]2C(=O)C4C(=CC=CC=4)C2=O)[CH2:13][CH2:12][CH2:11]3)[CH2:6][CH2:5][CH2:4][CH2:3][CH2:2]1.NN. Product: [N:1]1([CH2:7][C:8]2[CH:9]=[C:10]3[C:15](=[CH:16][CH:17]=2)[C@H:14]([NH2:18])[CH2:13][CH2:12][CH2:11]3)[CH2:2][CH2:3][CH2:4][CH2:5][CH2:6]1. The catalyst class is: 14. (4) Reactant: [Si:1]([O:8][CH2:9][CH2:10][CH2:11][CH2:12][O:13][C:14]1[CH:15]=[C:16]([CH:33]=[CH:34][C:35](OC)=[O:36])[CH:17]=[C:18]([O:20][CH2:21][CH2:22][CH2:23][CH2:24][O:25][Si:26]([C:29]([CH3:32])([CH3:31])[CH3:30])([CH3:28])[CH3:27])[CH:19]=1)([C:4]([CH3:7])([CH3:6])[CH3:5])([CH3:3])[CH3:2].[H-].[Al+3].[Li+].[H-].[H-].[H-]. Product: [Si:1]([O:8][CH2:9][CH2:10][CH2:11][CH2:12][O:13][C:14]1[CH:15]=[C:16]([CH2:33][CH2:34][CH2:35][OH:36])[CH:17]=[C:18]([O:20][CH2:21][CH2:22][CH2:23][CH2:24][O:25][Si:26]([C:29]([CH3:31])([CH3:30])[CH3:32])([CH3:28])[CH3:27])[CH:19]=1)([C:4]([CH3:5])([CH3:6])[CH3:7])([CH3:3])[CH3:2]. The catalyst class is: 1.